This data is from Forward reaction prediction with 1.9M reactions from USPTO patents (1976-2016). The task is: Predict the product of the given reaction. (1) Given the reactants [F:1][C:2]1[CH:3]=[C:4]([CH:6]=[CH:7][C:8]=1[O:9][C:10]1[C:19]2[C:14](=[CH:15][C:16]([O:22][CH2:23][CH2:24][CH2:25][N:26]3[CH2:31][CH2:30][N:29]([CH3:32])[CH2:28][CH2:27]3)=[C:17]([O:20][CH3:21])[CH:18]=2)[N:13]=[CH:12][CH:11]=1)[NH2:5].[F:33][C:34]1[CH:39]=[CH:38][C:37]([N:40]2[C:45](=[O:46])[C:44]([C:47](O)=[O:48])=[CH:43][CH:42]=[N:41]2)=[CH:36][CH:35]=1, predict the reaction product. The product is: [F:1][C:2]1[CH:3]=[C:4]([NH:5][C:47]([C:44]2[C:45](=[O:46])[N:40]([C:37]3[CH:38]=[CH:39][C:34]([F:33])=[CH:35][CH:36]=3)[N:41]=[CH:42][CH:43]=2)=[O:48])[CH:6]=[CH:7][C:8]=1[O:9][C:10]1[C:19]2[C:14](=[CH:15][C:16]([O:22][CH2:23][CH2:24][CH2:25][N:26]3[CH2:27][CH2:28][N:29]([CH3:32])[CH2:30][CH2:31]3)=[C:17]([O:20][CH3:21])[CH:18]=2)[N:13]=[CH:12][CH:11]=1. (2) Given the reactants [CH3:1][O:2][C:3]1[N:8]=[CH:7][C:6]([C:9]2[N:17]3[C:12]([CH:13]=[N:14][C:15]([OH:18])=[N:16]3)=[CH:11][CH:10]=2)=[CH:5][CH:4]=1.[NH2:19][C:20]1[CH:25]=[CH:24][C:23]([CH:26]2[CH2:31][CH2:30][N:29]([CH2:32][CH2:33][OH:34])[CH2:28][CH2:27]2)=[CH:22][CH:21]=1.C1C=CC(N(S([C:45]([F:48])([F:47])[F:46])(=O)=O)S([C:45]([F:48])([F:47])[F:46])(=O)=O)=CC=1, predict the reaction product. The product is: [CH3:1][O:2][C:3]1[N:8]=[CH:7][C:6]([C:9]2[N:17]3[C:12]([CH:13]=[N:14][C:15]([NH:19][C:20]4[CH:25]=[CH:24][C:23]([CH:26]5[CH2:31][CH2:30][N:29]([CH2:32][CH2:33][OH:34])[CH2:28][CH2:27]5)=[CH:22][CH:21]=4)=[N:16]3)=[CH:11][CH:10]=2)=[CH:5][CH:4]=1.[F:46][C:45]([F:48])([F:47])[C:15]([OH:18])=[O:34].[CH3:1][O:2][C:3]1[N:8]=[CH:7][C:6]([C:9]2[N:17]3[C:12]([CH:13]=[N:14][C:15]([NH:19][C:20]4[CH:25]=[CH:24][C:23]([CH:26]5[CH2:31][CH2:30][N:29]([CH2:32][CH2:33][OH:34])[CH2:28][CH2:27]5)=[CH:22][CH:21]=4)=[N:16]3)=[CH:11][CH:10]=2)=[CH:5][CH:4]=1. (3) Given the reactants [Br:1][C:2]1[CH:10]=[C:9]2[C:5]([CH:6]=[CH:7][N:8]2[CH2:11][CH2:12][CH2:13][O:14][CH3:15])=[CH:4][CH:3]=1.[Br:16]N1C(=O)CCC1=O, predict the reaction product. The product is: [Br:16][C:6]1[C:5]2[C:9](=[CH:10][C:2]([Br:1])=[CH:3][CH:4]=2)[N:8]([CH2:11][CH2:12][CH2:13][O:14][CH3:15])[CH:7]=1. (4) Given the reactants [CH2:1]([O:3][C:4]([C:6]1[CH2:10][CH2:9][CH2:8][C:7]=1[NH:11][CH2:12][C:13]1[CH:18]=[CH:17][CH:16]=[CH:15][N:14]=1)=[O:5])[CH3:2].B.N1C=CC=CC=1, predict the reaction product. The product is: [CH2:1]([O:3][C:4]([CH:6]1[CH2:10][CH2:9][CH2:8][CH:7]1[NH:11][CH2:12][C:13]1[CH:18]=[CH:17][CH:16]=[CH:15][N:14]=1)=[O:5])[CH3:2].